From a dataset of Forward reaction prediction with 1.9M reactions from USPTO patents (1976-2016). Predict the product of the given reaction. (1) Given the reactants [Cl:1][C:2]1[CH:21]=[C:20]([Cl:22])[CH:19]=[CH:18][C:3]=1[CH2:4][CH:5]1[CH2:9][CH2:8][N:7]([CH:10]2[CH2:15][CH2:14][C:13](=[O:16])[CH2:12][CH2:11]2)[C:6]1=[O:17].[BH4-].[Na+], predict the reaction product. The product is: [Cl:1][C:2]1[CH:21]=[C:20]([Cl:22])[CH:19]=[CH:18][C:3]=1[CH2:4][CH:5]1[CH2:9][CH2:8][N:7]([C@H:10]2[CH2:11][CH2:12][C@H:13]([OH:16])[CH2:14][CH2:15]2)[C:6]1=[O:17]. (2) Given the reactants [C:1]([C:3]1[CH:8]=[CH:7][C:6]([N:9]2[CH2:14][CH2:13][CH:12]([C:15]([OH:17])=O)[CH2:11][CH2:10]2)=[CH:5][CH:4]=1)#[N:2].C1C=CC2N(O)N=NC=2C=1.[CH3:28][C@@H:29]1[CH2:34][NH:33][CH2:32][C@H:31]([CH3:35])[NH:30]1.[ClH:36], predict the reaction product. The product is: [ClH:36].[C:1]([C:3]1[CH:4]=[CH:5][C:6]([N:9]2[CH2:10][CH2:11][CH:12]([C:15]([N:33]3[CH2:32][C@H:31]([CH3:35])[NH:30][C@H:29]([CH3:28])[CH2:34]3)=[O:17])[CH2:13][CH2:14]2)=[CH:7][CH:8]=1)#[N:2]. (3) The product is: [OH:43][CH2:42][C@H:41]([NH:40][CH2:2][C:3]([N:5]1[CH2:10][CH2:9][C:8]2=[N:11][N:12]([C:15]3[S:19][C:18]([C:20]4[CH:21]=[CH:22][C:23]([O:28][CH:29]([CH3:31])[CH3:30])=[C:24]([CH:27]=4)[C:25]#[N:26])=[N:17][N:16]=3)[C:13]([CH3:14])=[C:7]2[CH2:6]1)=[O:4])[CH3:44]. Given the reactants Br[CH2:2][C:3]([N:5]1[CH2:10][CH2:9][C:8]2=[N:11][N:12]([C:15]3[S:19][C:18]([C:20]4[CH:21]=[CH:22][C:23]([O:28][CH:29]([CH3:31])[CH3:30])=[C:24]([CH:27]=4)[C:25]#[N:26])=[N:17][N:16]=3)[C:13]([CH3:14])=[C:7]2[CH2:6]1)=[O:4].[I-].[K+].C(=O)([O-])[O-].[K+].[K+].[NH2:40][C@H:41]([CH3:44])[CH2:42][OH:43], predict the reaction product. (4) Given the reactants [O:1]([C:8]1[CH:13]=[CH:12][C:11]([C:14]2[C:22]3[C:17](=[N:18][CH:19]=[N:20][C:21]=3[NH2:23])[NH:16][N:15]=2)=[CH:10][CH:9]=1)[C:2]1[CH:7]=[CH:6][CH:5]=[CH:4][CH:3]=1.O[CH:25]1[CH2:28][C:27]2([CH2:33][CH2:32][N:31]([C:34]([O:36][C:37]([CH3:40])([CH3:39])[CH3:38])=[O:35])[CH2:30][CH2:29]2)[CH2:26]1.C1C=CC(P(C2C=CC=CC=2)C2C=CC=CC=2)=CC=1.CC(OC(/N=N/C(OC(C)C)=O)=O)C, predict the reaction product. The product is: [NH2:23][C:21]1[N:20]=[CH:19][N:18]=[C:17]2[N:16]([CH:25]3[CH2:26][C:27]4([CH2:29][CH2:30][N:31]([C:34]([O:36][C:37]([CH3:40])([CH3:39])[CH3:38])=[O:35])[CH2:32][CH2:33]4)[CH2:28]3)[N:15]=[C:14]([C:11]3[CH:12]=[CH:13][C:8]([O:1][C:2]4[CH:7]=[CH:6][CH:5]=[CH:4][CH:3]=4)=[CH:9][CH:10]=3)[C:22]=12. (5) Given the reactants [Br:1][C:2]1[CH:3]=[CH:4][C:5]([OH:10])=[C:6]([CH:9]=1)[CH:7]=[O:8].C([O-])([O-])=O.[K+].[K+].O.C[CH2:19][O:20][C:21]([CH3:23])=O, predict the reaction product. The product is: [Br:1][C:2]1[CH:3]=[CH:4][C:5]([O:10][CH2:23][C@@H:21]2[CH2:19][O:20]2)=[C:6]([CH:9]=1)[CH:7]=[O:8]. (6) Given the reactants [F:1][C:2]1[CH:7]=[CH:6][C:5]([N:8]2[CH:12]=[CH:11][C:10]([NH2:13])=[N:9]2)=[CH:4][CH:3]=1.[O:14]=[C:15]1[N:19]2[CH2:20][CH2:21][C@H:22]([CH2:24][C:25](O)=[O:26])[CH2:23][C@@H:18]2[CH2:17][O:16]1, predict the reaction product. The product is: [F:1][C:2]1[CH:3]=[CH:4][C:5]([N:8]2[CH:12]=[CH:11][C:10]([NH:13][C:25](=[O:26])[CH2:24][C@H:22]3[CH2:21][CH2:20][N:19]4[C:15](=[O:14])[O:16][CH2:17][C@H:18]4[CH2:23]3)=[N:9]2)=[CH:6][CH:7]=1. (7) Given the reactants [Br:1][C:2]1[CH:10]=[CH:9][C:5]([C:6](Cl)=[O:7])=[C:4]([Cl:11])[CH:3]=1.[CH3:12][O:13][C:14](=[O:20])[CH:15]=[C:16]([NH:18][CH3:19])[CH3:17], predict the reaction product. The product is: [CH3:12][O:13][C:14](=[O:20])[CH:15]([C:6](=[O:7])[C:5]1[CH:9]=[CH:10][C:2]([Br:1])=[CH:3][C:4]=1[Cl:11])/[C:16](=[N:18]/[CH3:19])/[CH3:17]. (8) Given the reactants C([Si](C(C)C)(C(C)C)[N:5]1[C:13]2[C:8](=[CH:9][C:10]([CH2:14][O:15][Si:16]([CH:23]([CH3:25])[CH3:24])([CH:20]([CH3:22])[CH3:21])[CH:17]([CH3:19])[CH3:18])=[CH:11][CH:12]=2)[CH:7]=[CH:6]1)(C)C.C1COCC1.O.C([O-])([O-])=O.[K+].[K+], predict the reaction product. The product is: [CH:23]([Si:16]([CH:17]([CH3:19])[CH3:18])([CH:20]([CH3:22])[CH3:21])[O:15][CH2:14][C:10]1[CH:9]=[C:8]2[C:13](=[CH:12][CH:11]=1)[NH:5][CH:6]=[CH:7]2)([CH3:25])[CH3:24]. (9) The product is: [Br:2][C:3]1[CH:4]=[C:5]([CH:8]=[CH:9][CH:10]=1)[CH2:6][NH:7][C:23]([CH:20]1[CH2:22][CH2:21]1)=[O:24]. Given the reactants Cl.[Br:2][C:3]1[CH:4]=[C:5]([CH:8]=[CH:9][CH:10]=1)[CH2:6][NH2:7].CCN(C(C)C)C(C)C.[CH:20]1([C:23](Cl)=[O:24])[CH2:22][CH2:21]1, predict the reaction product. (10) Given the reactants [F:1][C:2]1[CH:3]=[C:4]([CH2:12][CH2:13][NH2:14])[CH:5]=[C:6]([C:8]([F:11])([F:10])[F:9])[CH:7]=1.[CH2:15]([C:19]1[CH:26]=[CH:25][C:22]([CH:23]=O)=[CH:21][CH:20]=1)[CH:16]([CH3:18])[CH3:17].C(=O)([O-])[O-].[K+].[K+].[BH4-].[Na+].[ClH:35], predict the reaction product. The product is: [ClH:35].[CH2:15]([C:19]1[CH:20]=[CH:21][C:22]([CH2:23][NH:14][CH2:13][CH2:12][C:4]2[CH:5]=[C:6]([C:8]([F:10])([F:11])[F:9])[CH:7]=[C:2]([F:1])[CH:3]=2)=[CH:25][CH:26]=1)[CH:16]([CH3:18])[CH3:17].